This data is from Full USPTO retrosynthesis dataset with 1.9M reactions from patents (1976-2016). The task is: Predict the reactants needed to synthesize the given product. (1) Given the product [C:33]([O:32][CH2:31][C@@H:29]1[CH2:28][O:27][C:26](=[O:25])[N:30]1[C:20]1[CH:21]=[CH:22][C:17]([C:15]([N:12]2[CH2:13][CH2:14][N:9]([C:6]3[C:5]([CH3:24])=[CH:4][C:3]([CH2:1][CH3:2])=[CH:8][N:7]=3)[CH2:10][CH2:11]2)=[O:16])=[CH:18][CH:19]=1)(=[O:40])[C:34]1[CH:35]=[CH:36][CH:37]=[CH:38][CH:39]=1, predict the reactants needed to synthesize it. The reactants are: [CH2:1]([C:3]1[CH:4]=[C:5]([CH3:24])[C:6]([N:9]2[CH2:14][CH2:13][N:12]([C:15]([C:17]3[CH:22]=[CH:21][C:20](I)=[CH:19][CH:18]=3)=[O:16])[CH2:11][CH2:10]2)=[N:7][CH:8]=1)[CH3:2].[O:25]=[C:26]1[NH:30][C@H:29]([CH2:31][O:32][C:33](=[O:40])[C:34]2[CH:39]=[CH:38][CH:37]=[CH:36][CH:35]=2)[CH2:28][O:27]1. (2) Given the product [F:34][C:35]([F:40])([F:39])[C:36]([OH:38])=[O:37].[NH2:30][C:28]1[N:29]=[C:25]([NH:24][CH2:23][CH2:22][NH2:21])[S:26][C:27]=1[C:31]#[N:32], predict the reactants needed to synthesize it. The reactants are: Cl.Cl.NCCNC1C=CC(C#N)=CN=1.C(OC(=O)[NH:21][CH2:22][CH2:23][NH:24][C:25]1[S:26][C:27]([C:31]#[N:32])=[C:28]([NH2:30])[N:29]=1)(C)(C)C.[F:34][C:35]([F:40])([F:39])[C:36]([OH:38])=[O:37]. (3) Given the product [CH:4]1[C:3]2[CH2:2][CH2:1][C:16]3[CH:15]=[CH:14][CH:13]=[CH:12][C:11]=3[C:9](=[C:18]3[CH2:23][CH2:22][CH:21]([NH:24][C:25](=[O:34])[O:26][CH2:27][C:28]4[CH:33]=[CH:32][CH:31]=[CH:30][CH:29]=4)[CH2:20][CH2:19]3)[C:8]=2[CH:7]=[CH:6][CH:5]=1, predict the reactants needed to synthesize it. The reactants are: [CH2:1]1[C:16]2[C:11](=[CH:12][CH:13]=[CH:14][CH:15]=2)[C:9](=O)[C:8]2[C:3](=[CH:4][CH:5]=[CH:6][CH:7]=2)[CH2:2]1.O=[C:18]1[CH2:23][CH2:22][CH:21]([NH:24][C:25](=[O:34])[O:26][CH2:27][C:28]2[CH:33]=[CH:32][CH:31]=[CH:30][CH:29]=2)[CH2:20][CH2:19]1.Cl. (4) The reactants are: N.[N:2]1([C:7]2[C:8]([C:13]#[N:14])=[N:9][CH:10]=[CH:11][CH:12]=2)[CH:6]=[N:5][CH:4]=[N:3]1.OCC1(OC[C@@H](O)[C@@H](O)[C@H]1O)O.[C:27](O[C:27]([O:29][C:30]([CH3:33])([CH3:32])[CH3:31])=[O:28])([O:29][C:30]([CH3:33])([CH3:32])[CH3:31])=[O:28]. Given the product [C:30]([O:29][C:27](=[O:28])[NH:14][CH2:13][C:8]1[C:7]([N:2]2[CH:6]=[N:5][CH:4]=[N:3]2)=[CH:12][CH:11]=[CH:10][N:9]=1)([CH3:33])([CH3:32])[CH3:31], predict the reactants needed to synthesize it. (5) Given the product [NH2:1][C:2]1[N:7]=[C:6]([CH2:8][O:9]/[N:10]=[C:11](/[C:18]2[CH:23]=[CH:22][CH:21]=[CH:20][CH:19]=2)\[C:12]2[N:16]([CH3:24])[C:15](=[O:17])[O:14][N:13]=2)[CH:5]=[CH:4][CH:3]=1, predict the reactants needed to synthesize it. The reactants are: [NH2:1][C:2]1[N:7]=[C:6]([CH2:8][O:9]/[N:10]=[C:11](/[C:18]2[CH:23]=[CH:22][CH:21]=[CH:20][CH:19]=2)\[C:12]2[NH:16][C:15](=[O:17])[O:14][N:13]=2)[CH:5]=[CH:4][CH:3]=1.[C:24](=O)([O-])[O-].[K+].[K+].IC. (6) Given the product [Cl:9][C:4]1[CH:5]=[C:6]([I:8])[CH:7]=[C:2]([Cl:1])[C:3]=1[C:10]1[S:11][C:12]2[CH:13]=[N+:14]([O-:20])[CH:15]=[C:16]([F:19])[C:17]=2[N:18]=1, predict the reactants needed to synthesize it. The reactants are: [Cl:1][C:2]1[CH:7]=[C:6]([I:8])[CH:5]=[C:4]([Cl:9])[C:3]=1[C:10]1[S:11][C:12]2[CH:13]=[N:14][CH:15]=[C:16]([F:19])[C:17]=2[N:18]=1.[OH:20]O. (7) Given the product [NH2:10][C@@H:11]1[CH2:16][CH2:15][CH2:14][CH2:13][C@H:12]1[CH2:17][NH:18][CH:19]1[CH2:28][CH2:27][C:26]2[C:21](=[CH:22][CH:23]=[C:24]([F:29])[CH:25]=2)[CH2:20]1, predict the reactants needed to synthesize it. The reactants are: C(OC(=O)[NH:10][C@@H:11]1[CH2:16][CH2:15][CH2:14][CH2:13][C@H:12]1[CH2:17][NH:18][CH:19]1[CH2:28][CH2:27][C:26]2[C:21](=[CH:22][CH:23]=[C:24]([F:29])[CH:25]=2)[CH2:20]1)C1C=CC=CC=1.